The task is: Predict the reaction yield, written as a fraction of the theoretical maximum amount of product (1.0 means a 100% yield; for example, 0.34 means a 34% yield).. This data is from Reaction yield outcomes from USPTO patents with 853,638 reactions. The reactants are [O:1]1[CH2:6][CH2:5][CH:4]([O:7][C:8]2[C:9]3[N:17]=[C:16]([C:18]4[CH:19]=[C:20]([NH2:24])[CH:21]=[N:22][CH:23]=4)[CH:15]=[CH:14][C:10]=3[N:11]=[CH:12][N:13]=2)[CH2:3][CH2:2]1.[Br:25][C:26]1[CH:31]=[CH:30][C:29]([S:32](Cl)(=[O:34])=[O:33])=[C:28]([F:36])[CH:27]=1. The catalyst is N1C=CC=CC=1.C(Cl)Cl. The product is [Br:25][C:26]1[CH:31]=[CH:30][C:29]([S:32]([NH:24][C:20]2[CH:21]=[N:22][CH:23]=[C:18]([C:16]3[CH:15]=[CH:14][C:10]4[N:11]=[CH:12][N:13]=[C:8]([O:7][CH:4]5[CH2:5][CH2:6][O:1][CH2:2][CH2:3]5)[C:9]=4[N:17]=3)[CH:19]=2)(=[O:33])=[O:34])=[C:28]([F:36])[CH:27]=1. The yield is 0.320.